This data is from Forward reaction prediction with 1.9M reactions from USPTO patents (1976-2016). The task is: Predict the product of the given reaction. (1) Given the reactants [Cl:1][C:2]1[CH:27]=[CH:26][C:5]([CH2:6][N:7]2[C:15]3[C:10](=[CH:11][C:12]([CH:16]=[C:17]4[S:21][C:20](SCC)=[N:19][C:18]4=[O:25])=[CH:13][CH:14]=3)[CH:9]=[N:8]2)=[C:4]([C:28]([F:31])([F:30])[F:29])[CH:3]=1.[NH:32]1[CH2:37][CH2:36][O:35][CH2:34][C@H:33]1[CH2:38][OH:39], predict the reaction product. The product is: [Cl:1][C:2]1[CH:27]=[CH:26][C:5]([CH2:6][N:7]2[C:15]3[C:10](=[CH:11][C:12]([CH:16]=[C:17]4[S:21][C:20]([N:32]5[CH2:37][CH2:36][O:35][CH2:34][C@H:33]5[CH2:38][OH:39])=[N:19][C:18]4=[O:25])=[CH:13][CH:14]=3)[CH:9]=[N:8]2)=[C:4]([C:28]([F:29])([F:31])[F:30])[CH:3]=1. (2) Given the reactants [CH2:1]([NH:8][C:9]1[C:10]2[C:18]([OH:19])=[CH:17][C:16](=[O:20])[N:15]([O:21]CC3C=CC=CC=3)[C:11]=2[N:12]=[CH:13][N:14]=1)[C:2]1[CH:7]=[CH:6][CH:5]=[CH:4][CH:3]=1.O1CCOCC1.[H][H], predict the reaction product. The product is: [CH2:1]([NH:8][C:9]1[C:10]2[C:18]([OH:19])=[CH:17][C:16](=[O:20])[N:15]([OH:21])[C:11]=2[N:12]=[CH:13][N:14]=1)[C:2]1[CH:3]=[CH:4][CH:5]=[CH:6][CH:7]=1. (3) Given the reactants F[C:2]1[C:11]2[N:10]=[CH:9][CH:8]=[CH:7][C:6]=2[C:5]([S:12](Cl)(=[O:14])=[O:13])=[CH:4][CH:3]=1.C([N:19]([CH:22]([CH3:24])[CH3:23])[CH2:20][CH3:21])(C)C.[CH3:25][Si:26]([CH3:31])([CH3:30])[CH2:27][CH2:28][OH:29].[H-].[Na+], predict the reaction product. The product is: [CH3:25][Si:26]([CH3:31])([CH3:30])[CH2:27][CH2:28][O:29][C:2]1[CH:3]=[CH:4][C:5]([S:12]([N:19]2[CH2:20][CH2:21][CH2:24][C@H:22]2[CH3:23])(=[O:14])=[O:13])=[C:6]2[C:11]=1[N:10]=[CH:9][CH:8]=[CH:7]2. (4) Given the reactants CC(C[AlH]CC(C)C)C.C1(C)C=CC=CC=1.[CH2:17]([O:19][C:20]1[CH:21]=[CH:22][C:23]([F:38])=[C:24]([C:26]2[C:31]([CH3:32])=[C:30]([CH3:33])[N:29]=[C:28]([C:34](OC)=[O:35])[CH:27]=2)[CH:25]=1)[CH3:18].CCO, predict the reaction product. The product is: [CH2:17]([O:19][C:20]1[CH:21]=[CH:22][C:23]([F:38])=[C:24]([C:26]2[C:31]([CH3:32])=[C:30]([CH3:33])[N:29]=[C:28]([CH:34]=[O:35])[CH:27]=2)[CH:25]=1)[CH3:18]. (5) Given the reactants [F:1][C:2]([F:16])([C:10]1[CH:15]=[CH:14][CH:13]=[CH:12][CH:11]=1)[CH2:3][CH2:4][C:5](OCC)=[O:6].FC(F)(CCC1C=CC=CC=1)CO, predict the reaction product. The product is: [F:1][C:2]([F:16])([C:10]1[CH:15]=[CH:14][CH:13]=[CH:12][CH:11]=1)[CH2:3][CH2:4][CH2:5][OH:6]. (6) Given the reactants C(OOC(=O)C1C=CC=CC=1)(=O)C1C=CC=CC=1.C1COCC1.[CH3:24][C:25]([C:27]([O:29][CH2:30][CH2:31][OH:32])=[O:28])=[CH2:26].C1COCC1, predict the reaction product. The product is: [CH3:26][C:25]([C:27]([O:29][CH2:30][CH2:31][OH:32])=[O:28])=[CH2:24]. (7) Given the reactants [C:1]([O:5][C:6]([N:8]1[CH2:12][CH2:11][CH2:10][N:9]1C(OCC1C=CC=CC=1)=O)=[O:7])([CH3:4])([CH3:3])[CH3:2].[H][H], predict the reaction product. The product is: [C:1]([O:5][C:6]([N:8]1[CH2:12][CH2:11][CH2:10][NH:9]1)=[O:7])([CH3:4])([CH3:2])[CH3:3].